This data is from Peptide-MHC class I binding affinity with 185,985 pairs from IEDB/IMGT. The task is: Regression. Given a peptide amino acid sequence and an MHC pseudo amino acid sequence, predict their binding affinity value. This is MHC class I binding data. (1) The peptide sequence is SYTQVCDHR. The binding affinity (normalized) is 0.652. The MHC is HLA-A33:01 with pseudo-sequence HLA-A33:01. (2) The peptide sequence is DLKHATDYI. The MHC is HLA-A02:01 with pseudo-sequence HLA-A02:01. The binding affinity (normalized) is 0.109. (3) The peptide sequence is ARIDNYNKF. The MHC is Patr-A0701 with pseudo-sequence Patr-A0701. The binding affinity (normalized) is 0. (4) The peptide sequence is HRCQAIRK. The MHC is HLA-B44:02 with pseudo-sequence HLA-B44:02. The binding affinity (normalized) is 0. (5) The peptide sequence is KQWPLSKEK. The MHC is Mamu-B08 with pseudo-sequence Mamu-B08. The binding affinity (normalized) is 0.142. (6) The peptide sequence is RRQWVLAFR. The MHC is HLA-A01:01 with pseudo-sequence HLA-A01:01. The binding affinity (normalized) is 0.0847.